From a dataset of hERG Central: cardiac toxicity at 1µM, 10µM, and general inhibition. Predict hERG channel inhibition at various concentrations. (1) Results: hERG_inhib (hERG inhibition (general)): blocker. The compound is Cl.NC(=NCCc1ccccc1)c1cccc([N+](=O)[O-])c1. (2) The drug is Cc1cc(=O)oc2c(C)c(OCC(=O)N3CCN(c4ccc(F)cc4)CC3)ccc12. Results: hERG_inhib (hERG inhibition (general)): blocker. (3) The drug is CCCCn1c(SCC(=O)N2CCC(C)CC2)nc2ccsc2c1=O. Results: hERG_inhib (hERG inhibition (general)): blocker.